This data is from Reaction yield outcomes from USPTO patents with 853,638 reactions. The task is: Predict the reaction yield, written as a fraction of the theoretical maximum amount of product (1.0 means a 100% yield; for example, 0.34 means a 34% yield). The reactants are [CH3:1][O:2][C:3]1[N:8]=[CH:7][C:6](B(O)O)=[CH:5][N:4]=1.Br[C:13]1[CH:14]=[C:15]2[C:20](=[CH:21][CH:22]=1)[N:19]=[CH:18][N:17]=[C:16]2[C:23]1[CH:28]=[CH:27][N:26]=[C:25]([C:29]([N:31]2[CH2:36][CH2:35][N:34]([C:37](=[O:39])[CH3:38])[CH2:33][CH2:32]2)=[O:30])[CH:24]=1.C([O-])([O-])=O.[Na+].[Na+]. The catalyst is C(#N)C.CCOC(C)=O.C1C=CC([P]([Pd]([P](C2C=CC=CC=2)(C2C=CC=CC=2)C2C=CC=CC=2)([P](C2C=CC=CC=2)(C2C=CC=CC=2)C2C=CC=CC=2)[P](C2C=CC=CC=2)(C2C=CC=CC=2)C2C=CC=CC=2)(C2C=CC=CC=2)C2C=CC=CC=2)=CC=1. The product is [CH3:1][O:2][C:3]1[N:8]=[CH:7][C:6]([C:13]2[CH:14]=[C:15]3[C:20](=[CH:21][CH:22]=2)[N:19]=[CH:18][N:17]=[C:16]3[C:23]2[CH:28]=[CH:27][N:26]=[C:25]([C:29]([N:31]3[CH2:32][CH2:33][N:34]([C:37](=[O:39])[CH3:38])[CH2:35][CH2:36]3)=[O:30])[CH:24]=2)=[CH:5][N:4]=1. The yield is 0.430.